From a dataset of Forward reaction prediction with 1.9M reactions from USPTO patents (1976-2016). Predict the product of the given reaction. (1) Given the reactants OC1C2N=NNC=2C=CC=1.Cl.CN(C)CCCN=C=NCC.[CH3:23][NH:24][C:25](=[S:28])[NH:26][NH2:27].[C:29]1([C:39](O)=O)[C:38]2[C:33](=[CH:34][CH:35]=[CH:36][CH:37]=2)[CH:32]=[CH:31][N:30]=1, predict the reaction product. The product is: [C:29]1([C:39]2[N:24]([CH3:23])[C:25]([SH:28])=[N:26][N:27]=2)[C:38]2[C:33](=[CH:34][CH:35]=[CH:36][CH:37]=2)[CH:32]=[CH:31][N:30]=1. (2) Given the reactants [CH:1]1([C:4]2[O:8][N:7]=[C:6]([NH2:9])[CH:5]=2)[CH2:3][CH2:2]1.CC1(C)C2C(=C(P(C3C=CC=CC=3)C3C=CC=CC=3)C=CC=2)OC2C(P(C3C=CC=CC=3)C3C=CC=CC=3)=CC=CC1=2.[C:52]([O:55][CH2:56][C:57]1[C:58]([N:72]2[CH2:83][CH2:82][N:81]3[C:74](=[CH:75][C:76]4[CH2:77][C:78]([CH3:85])([CH3:84])[CH2:79][C:80]=43)[C:73]2=[O:86])=[N:59][CH:60]=[CH:61][C:62]=1[C:63]1[CH:68]=[C:67](Br)[C:66](=[O:70])[N:65]([CH3:71])[CH:64]=1)(=[O:54])[CH3:53].C([O-])([O-])=O.[Cs+].[Cs+], predict the reaction product. The product is: [C:52]([O:55][CH2:56][C:57]1[C:58]([N:72]2[CH2:83][CH2:82][N:81]3[C:74](=[CH:75][C:76]4[CH2:77][C:78]([CH3:85])([CH3:84])[CH2:79][C:80]=43)[C:73]2=[O:86])=[N:59][CH:60]=[CH:61][C:62]=1[C:63]1[CH:68]=[C:67]([NH:9][C:6]2[CH:5]=[C:4]([CH:1]3[CH2:3][CH2:2]3)[O:8][N:7]=2)[C:66](=[O:70])[N:65]([CH3:71])[CH:64]=1)(=[O:54])[CH3:53]. (3) Given the reactants [F:1][C:2]([F:7])([F:6])[C:3]([OH:5])=[O:4].[CH3:8][O:9][CH2:10][CH2:11][O:12][CH2:13][CH2:14][O:15][CH2:16][CH2:17][O:18][CH2:19][CH2:20][O:21][CH2:22][CH2:23][O:24][CH2:25][CH2:26][O:27][CH2:28][CH2:29][N:30]([CH3:46])[C:31]([C@H:33]1[CH2:38][CH2:37][CH2:36][N:35](C(OC(C)(C)C)=O)[CH2:34]1)=[O:32], predict the reaction product. The product is: [C:3]([OH:5])([C:2]([F:7])([F:6])[F:1])=[O:4].[CH3:8][O:9][CH2:10][CH2:11][O:12][CH2:13][CH2:14][O:15][CH2:16][CH2:17][O:18][CH2:19][CH2:20][O:21][CH2:22][CH2:23][O:24][CH2:25][CH2:26][O:27][CH2:28][CH2:29][N:30]([CH3:46])[C:31]([C@H:33]1[CH2:38][CH2:37][CH2:36][NH:35][CH2:34]1)=[O:32]. (4) Given the reactants [CH3:1][N:2]([C:11]1[CH:12]=[CH:13][CH:14]=[C:15]2[C:19]=1[NH:18][C:17]([C:20]1[S:21][C:22]3([CH2:29][CH2:28][NH:27][CH2:26][CH2:25]3)[CH2:23][N:24]=1)=[CH:16]2)[S:3]([C:6]1[S:7][CH:8]=[CH:9][CH:10]=1)(=[O:5])=[O:4].[CH:30](=O)[CH3:31].C(O[BH-](OC(=O)C)OC(=O)C)(=O)C.[Na+].O, predict the reaction product. The product is: [CH2:30]([N:27]1[CH2:28][CH2:29][C:22]2([S:21][C:20]([C:17]3[NH:18][C:19]4[C:15]([CH:16]=3)=[CH:14][CH:13]=[CH:12][C:11]=4[N:2]([CH3:1])[S:3]([C:6]3[S:7][CH:8]=[CH:9][CH:10]=3)(=[O:4])=[O:5])=[N:24][CH2:23]2)[CH2:25][CH2:26]1)[CH3:31]. (5) The product is: [C:1]([O:4][C:5]1[CH:13]=[CH:12][CH:11]=[CH:10][C:6]=1[C:7]([Cl:18])=[O:8])(=[O:3])[CH3:2]. Given the reactants [C:1]([O:4][C:5]1[CH:13]=[CH:12][CH:11]=[CH:10][C:6]=1[C:7](O)=[O:8])(=[O:3])[CH3:2].C(Cl)(C([Cl:18])=O)=O, predict the reaction product. (6) Given the reactants [CH3:1][O:2][C:3]1[CH:4]=[C:5]2[C:10](=[CH:11][CH:12]=1)[C:9](=O)[NH:8][C:7]([CH3:14])=[C:6]2[C:15]1[CH:20]=[CH:19][CH:18]=[CH:17][CH:16]=1.COC1C=CC(P2(SP(C3C=CC(OC)=CC=3)(=S)S2)=[S:30])=CC=1.CO.C(Cl)Cl, predict the reaction product. The product is: [CH3:1][O:2][C:3]1[CH:4]=[C:5]2[C:10](=[CH:11][CH:12]=1)[C:9](=[S:30])[NH:8][C:7]([CH3:14])=[C:6]2[C:15]1[CH:20]=[CH:19][CH:18]=[CH:17][CH:16]=1.